This data is from Forward reaction prediction with 1.9M reactions from USPTO patents (1976-2016). The task is: Predict the product of the given reaction. (1) The product is: [CH:14]([N:12]1[CH:13]=[C:9]([C:4]2[C:5]([NH2:8])=[N:6][CH:7]=[C:2]([C:25]3[CH:26]=[CH:27][C:28]([N:31]4[CH2:32][CH2:33][O:34][CH2:35][CH2:36]4)=[CH:29][CH:30]=3)[CH:3]=2)[N:10]=[N:11]1)([CH3:16])[CH3:15]. Given the reactants Br[C:2]1[CH:3]=[C:4]([C:9]2[N:10]=[N:11][N:12]([CH:14]([CH3:16])[CH3:15])[CH:13]=2)[C:5]([NH2:8])=[N:6][CH:7]=1.CC1(C)C(C)(C)OB([C:25]2[CH:30]=[CH:29][C:28]([N:31]3[CH2:36][CH2:35][O:34][CH2:33][CH2:32]3)=[CH:27][CH:26]=2)O1.O.C([O-])([O-])=O.[Cs+].[Cs+], predict the reaction product. (2) Given the reactants [F:1][C:2]1[CH:7]=[CH:6][C:5]([CH2:8][C:9]2[CH:18]=[C:17]3[C:12]([C:13]([OH:25])=[C:14]([C:20](OCC)=[O:21])[C:15](=[O:19])[NH:16]3)=[N:11][CH:10]=2)=[CH:4][CH:3]=1, predict the reaction product. The product is: [F:1][C:2]1[CH:7]=[CH:6][C:5]([CH2:8][C:9]2[CH:18]=[C:17]3[C:12]([C:13]([OH:25])=[C:14]([C:20]([NH:11][C@H:12]([CH3:17])[CH2:13][OH:25])=[O:21])[C:15](=[O:19])[NH:16]3)=[N:11][CH:10]=2)=[CH:4][CH:3]=1. (3) The product is: [O:17]=[C:18]1[C:23]([C:24]2[CH:29]=[CH:28][CH:27]=[CH:26][CH:25]=2)([C:30]2[CH:35]=[CH:34][CH:33]=[CH:32][CH:31]=2)[CH2:22][CH2:21][CH2:20][N:19]1[CH2:36][C:37]([N:4]1[CH2:5][CH2:6][N:1]([C:7]([O:9][CH2:10][C:11]2[CH:16]=[CH:15][CH:14]=[CH:13][CH:12]=2)=[O:8])[CH2:2][CH2:3]1)=[O:38]. Given the reactants [N:1]1([C:7]([O:9][CH2:10][C:11]2[CH:16]=[CH:15][CH:14]=[CH:13][CH:12]=2)=[O:8])[CH2:6][CH2:5][NH:4][CH2:3][CH2:2]1.[O:17]=[C:18]1[C:23]([C:30]2[CH:35]=[CH:34][CH:33]=[CH:32][CH:31]=2)([C:24]2[CH:29]=[CH:28][CH:27]=[CH:26][CH:25]=2)[CH2:22][CH2:21][CH2:20][N:19]1[CH2:36][C:37](O)=[O:38].Cl.C(N=C=NCCCN(C)C)C, predict the reaction product. (4) Given the reactants [Br:1][C:2]1[C:7]([CH3:8])=[CH:6][C:5]([O:9][CH3:10])=[CH:4][C:3]=1[CH2:11][OH:12].[H-].[Na+].Br[CH2:16][C:17]([O:19][C:20]([CH3:23])([CH3:22])[CH3:21])=[O:18], predict the reaction product. The product is: [C:20]([O:19][C:17](=[O:18])[CH2:16][O:12][CH2:11][C:3]1[CH:4]=[C:5]([O:9][CH3:10])[CH:6]=[C:7]([CH3:8])[C:2]=1[Br:1])([CH3:23])([CH3:22])[CH3:21]. (5) Given the reactants [CH3:1][N:2]1[C:6]2[C:7]3[CH:8]=[CH:9][CH:10]=[CH:11][C:12]=3[O:13][C:14]([CH3:16])([CH3:15])[C:5]=2[C:4]([C:17](O)=[O:18])=[N:3]1.C(Cl)(=O)C(Cl)=O.N1C=CC=CC=1.[CH:32]1[CH:37]=[C:36]([Cl:38])[CH:35]=[C:34]([NH2:39])[CH:33]=1, predict the reaction product. The product is: [Cl:38][C:36]1[CH:35]=[C:34]([NH:39][C:17]([C:4]2[C:5]3[C:14]([CH3:15])([CH3:16])[O:13][C:12]4[CH:11]=[CH:10][CH:9]=[CH:8][C:7]=4[C:6]=3[N:2]([CH3:1])[N:3]=2)=[O:18])[CH:33]=[CH:32][CH:37]=1. (6) Given the reactants C1(P(C2C=CC=CC=2)C2C=CC=CC=2)C=CC=CC=1.CCOC(/N=N/C(OCC)=O)=O.[Br:32][C:33]1[CH:38]=[CH:37][C:36]([C:39]2[CH:44]=[CH:43][C:42]([OH:45])=[CH:41][CH:40]=2)=[CH:35][CH:34]=1.[Br:46][C:47]1[CH:52]=[CH:51][C:50](C2C=CC(OCCCCCCO)=CC=2)=[CH:49][CH:48]=1, predict the reaction product. The product is: [Br:32][C:33]1[CH:34]=[CH:35][C:36]([C:39]2[CH:44]=[CH:43][C:42]([O:45][CH2:52][CH2:51][CH2:50][CH2:49][CH2:48][CH2:47][Br:46])=[CH:41][CH:40]=2)=[CH:37][CH:38]=1. (7) Given the reactants [CH3:1][C:2]1[CH:3]=[C:4]([OH:12])[C:5]2[C:10]([CH:11]=1)=[CH:9][CH:8]=[CH:7][CH:6]=2.Cl[CH:14](Cl)[O:15]C.O, predict the reaction product. The product is: [OH:12][C:4]1[C:5]2[C:10](=[CH:9][CH:8]=[CH:7][CH:6]=2)[C:11]([CH:14]=[O:15])=[C:2]([CH3:1])[CH:3]=1.